From a dataset of Reaction yield outcomes from USPTO patents with 853,638 reactions. Predict the reaction yield, written as a fraction of the theoretical maximum amount of product (1.0 means a 100% yield; for example, 0.34 means a 34% yield). (1) The reactants are [CH2:1]([S:3]([C:6]1[CH:11]=[CH:10][C:9](B2OC(C)(C)C(C)(C)O2)=[C:8]([F:21])[CH:7]=1)(=[O:5])=[O:4])[CH3:2].[Cl:22][C:23]1[CH:28]=[CH:27][C:26]([F:29])=[C:25](I)[CH:24]=1.C(=O)([O-])[O-].[Na+].[Na+]. The catalyst is O1CCOCC1.O.C1C=CC([P]([Pd]([P](C2C=CC=CC=2)(C2C=CC=CC=2)C2C=CC=CC=2)([P](C2C=CC=CC=2)(C2C=CC=CC=2)C2C=CC=CC=2)[P](C2C=CC=CC=2)(C2C=CC=CC=2)C2C=CC=CC=2)(C2C=CC=CC=2)C2C=CC=CC=2)=CC=1. The product is [Cl:22][C:23]1[CH:24]=[CH:25][C:26]([F:29])=[C:27]([C:9]2[CH:10]=[CH:11][C:6]([S:3]([CH2:1][CH3:2])(=[O:4])=[O:5])=[CH:7][C:8]=2[F:21])[CH:28]=1. The yield is 0.280. (2) The reactants are [Si:1]([O:8][CH2:9][CH2:10][N:11]([C:29]1[CH:38]=[CH:37][C:32]([C:33]([O:35]C)=[O:34])=[CH:31][C:30]=1[Cl:39])[C:12]([C:14]1[S:28][C:17]2[C:18]3[C:26]([CH3:27])=[CH:25][CH:24]=[CH:23][C:19]=3[O:20][CH2:21][CH2:22][C:16]=2[CH:15]=1)=[O:13])([C:4]([CH3:7])([CH3:6])[CH3:5])([CH3:3])[CH3:2].O1CCCC1.O.O.[OH-].[Li+]. No catalyst specified. The product is [Si:1]([O:8][CH2:9][CH2:10][N:11]([C:29]1[CH:38]=[CH:37][C:32]([C:33]([OH:35])=[O:34])=[CH:31][C:30]=1[Cl:39])[C:12]([C:14]1[S:28][C:17]2[C:18]3[C:26]([CH3:27])=[CH:25][CH:24]=[CH:23][C:19]=3[O:20][CH2:21][CH2:22][C:16]=2[CH:15]=1)=[O:13])([C:4]([CH3:7])([CH3:5])[CH3:6])([CH3:2])[CH3:3]. The yield is 0.600. (3) The reactants are [C:1]([CH2:3]P(=O)(OCC)OCC)#[N:2].[H-].[Na+].[Br:14][C:15]1[CH:23]=[CH:22][C:21]2[C:17](=[CH:18][N:19]([CH3:24])[N:20]=2)[C:16]=1[CH:25]=O. The catalyst is O1CCCC1.[Cl-].[NH4+]. The product is [Br:14][C:15]1[CH:23]=[CH:22][C:21]2[C:17](=[CH:18][N:19]([CH3:24])[N:20]=2)[C:16]=1/[CH:25]=[CH:3]/[C:1]#[N:2]. The yield is 0.980.